Task: Predict the product of the given reaction.. Dataset: Forward reaction prediction with 1.9M reactions from USPTO patents (1976-2016) (1) Given the reactants C(P(=O)(OCC)OCC)#N.[Cl:11][C:12]1[CH:13]=[CH:14][C:15]2[N:21]([CH2:22][C:23]([CH3:26])([CH3:25])[CH3:24])[C:20](=[O:27])[C@@H:19]([CH2:28][C:29](O)=[O:30])[O:18][C@H:17]([C:32]3[CH:37]=[CH:36][CH:35]=[C:34]([O:38][CH3:39])[C:33]=3[O:40][CH3:41])[C:16]=2[CH:42]=1.Cl.[NH2:44][CH2:45][CH2:46][CH2:47][C:48]([O:50][CH3:51])=[O:49].C(N(CC)CC)C, predict the reaction product. The product is: [Cl:11][C:12]1[CH:13]=[CH:14][C:15]2[N:21]([CH2:22][C:23]([CH3:25])([CH3:24])[CH3:26])[C:20](=[O:27])[C@@H:19]([CH2:28][C:29]([NH:44][CH2:45][CH2:46][CH2:47][C:48]([O:50][CH3:51])=[O:49])=[O:30])[O:18][C@H:17]([C:32]3[CH:37]=[CH:36][CH:35]=[C:34]([O:38][CH3:39])[C:33]=3[O:40][CH3:41])[C:16]=2[CH:42]=1. (2) The product is: [F:1][C:2]1[CH:9]=[CH:8][C:5]([CH2:6][N:10]([C:35](=[O:38])[CH2:36][C:5]2[CH:8]=[CH:9][C:2]([F:1])=[CH:3][CH:4]=2)[C@H:11]2[CH2:30][N:15]3[C:16]4[C:21]([C:22]([CH2:23][C:24]([OH:26])=[O:25])=[C:14]3[CH2:13][CH2:12]2)=[CH:20][CH:19]=[CH:18][CH:17]=4)=[CH:4][CH:3]=1. Given the reactants [F:1][C:2]1[CH:9]=[CH:8][C:5]([CH:6]=O)=[CH:4][CH:3]=1.[NH2:10][C@H:11]1[CH2:30][N:15]2[C:16]3[C:21]([C:22]([CH2:23][C:24]([O:26]CCC)=[O:25])=[C:14]2[CH2:13][CH2:12]1)=[CH:20][CH:19]=[CH:18][CH:17]=3.C([BH3-])#N.[Na+].[C:35]([OH:38])(=O)[CH3:36], predict the reaction product. (3) Given the reactants [N+:1]([C:4]1[CH:5]=[C:6]([CH:10]=[CH:11][C:12]=1[N:13]1[CH2:18][CH2:17][N:16]([C:19]2[CH:24]=[CH:23][CH:22]=[CH:21][C:20]=2[CH3:25])[CH2:15][CH2:14]1)[C:7]([OH:9])=[O:8])([O-])=O, predict the reaction product. The product is: [NH2:1][C:4]1[CH:5]=[C:6]([CH:10]=[CH:11][C:12]=1[N:13]1[CH2:14][CH2:15][N:16]([C:19]2[CH:24]=[CH:23][CH:22]=[CH:21][C:20]=2[CH3:25])[CH2:17][CH2:18]1)[C:7]([OH:9])=[O:8].[NH2:1][C:4]1[CH:5]=[CH:6][CH:10]=[CH:11][CH:12]=1.